Dataset: Full USPTO retrosynthesis dataset with 1.9M reactions from patents (1976-2016). Task: Predict the reactants needed to synthesize the given product. (1) Given the product [Cl:1][C:2]1[CH:11]=[C:10]2[C:5]([N:6]=[C:7]([O:20][CH3:21])[C:8]([C@@H:12]([NH:13][S@:14]([C:16]([CH3:17])([CH3:18])[CH3:19])=[O:15])[CH3:22])=[N:9]2)=[CH:4][CH:3]=1, predict the reactants needed to synthesize it. The reactants are: [Cl:1][C:2]1[CH:11]=[C:10]2[C:5]([N:6]=[C:7]([O:20][CH3:21])[C:8](/[CH:12]=[N:13]/[S@:14]([C:16]([CH3:19])([CH3:18])[CH3:17])=[O:15])=[N:9]2)=[CH:4][CH:3]=1.[CH3:22][Mg]Cl. (2) The reactants are: [Br:1][C:2]1[CH:3]=[C:4]2[C:10]([CH3:12])([CH3:11])[CH2:9][NH:8][C:5]2=[N:6][CH:7]=1.C[Si]([N-][Si](C)(C)C)(C)C.[Li+].[C:23]([O:27][C:28](O[C:28]([O:27][C:23]([CH3:26])([CH3:25])[CH3:24])=[O:29])=[O:29])([CH3:26])([CH3:25])[CH3:24]. Given the product [Br:1][C:2]1[CH:3]=[C:4]2[C:10]([CH3:12])([CH3:11])[CH2:9][N:8]([C:28]([O:27][C:23]([CH3:26])([CH3:25])[CH3:24])=[O:29])[C:5]2=[N:6][CH:7]=1, predict the reactants needed to synthesize it. (3) Given the product [Cl:22][C:23]1[CH:29]=[CH:28][CH:27]=[CH:26][C:24]=1[NH:25][C:2]1[CH:11]=[CH:10][C:9]2[C:4](=[C:5]([C:12]3[NH:20][C:19]4[CH:18]=[CH:17][NH:16][C:15](=[O:21])[C:14]=4[CH:13]=3)[CH:6]=[CH:7][CH:8]=2)[N:3]=1, predict the reactants needed to synthesize it. The reactants are: Cl[C:2]1[CH:11]=[CH:10][C:9]2[C:4](=[C:5]([C:12]3[NH:20][C:19]4[CH2:18][CH2:17][NH:16][C:15](=[O:21])[C:14]=4[CH:13]=3)[CH:6]=[CH:7][CH:8]=2)[N:3]=1.[Cl:22][C:23]1[CH:29]=[CH:28][CH:27]=[CH:26][C:24]=1[NH2:25].[Li+].C[Si]([N-][Si](C)(C)C)(C)C. (4) Given the product [CH3:1][CH:2]1[CH2:7][CH2:6][N:5]([C:9]2[CH:10]=[CH:11][C:12]([N+:16]([O-:18])=[O:17])=[C:13]([CH:15]=2)[NH2:14])[CH2:4][CH2:3]1, predict the reactants needed to synthesize it. The reactants are: [CH3:1][CH:2]1[CH2:7][CH2:6][NH:5][CH2:4][CH2:3]1.Cl[C:9]1[CH:10]=[CH:11][C:12]([N+:16]([O-:18])=[O:17])=[C:13]([CH:15]=1)[NH2:14].C(N(CC)CC)C. (5) Given the product [CH:19](=[C:26]1/[C:27]2[CH:28]=[C:29]([C:43]([O:45][CH3:46])=[O:44])[NH:30][C:31]=2[CH2:32][CH2:33][CH2:34]/1)\[C:20]1[CH:21]=[CH:22][CH:23]=[CH:24][CH:25]=1, predict the reactants needed to synthesize it. The reactants are: [F-].C([N+](CCCC)(CCCC)CCCC)CCC.[CH:19](=[C:26]1/[C:27]2[CH:28]=[C:29]([C:43]([O:45][CH3:46])=[O:44])[N:30](COCC[Si](C)(C)C)[C:31]=2[CH2:32][CH2:33][CH2:34]/1)\[C:20]1[CH:25]=[CH:24][CH:23]=[CH:22][CH:21]=1.